This data is from Full USPTO retrosynthesis dataset with 1.9M reactions from patents (1976-2016). The task is: Predict the reactants needed to synthesize the given product. (1) Given the product [Cl:24][C:23]1[CH:22]=[C:21]([CH:26]2[CH2:10][CH2:12]2)[C:20]([C:19]([NH:4][CH2:3][CH:2]2[CH2:1][CH2:15][O:16][CH2:6][CH2:7]2)=[O:30])=[CH:28][N:29]=1, predict the reactants needed to synthesize it. The reactants are: [C:1](N)(=O)[C:2]1[CH:7]=[CH:6]C=[N:4][CH:3]=1.[CH:10]1([Mg]Cl)[CH2:12]C1.[CH3:15][OH:16].ClC1[C:19](=[O:30])[C:20]([C:28]#[N:29])=[C:21]([C:26]#N)[C:22](=O)[C:23]=1[Cl:24]. (2) Given the product [Cl:29][C:30]1[C:35]([F:36])=[CH:34][C:33]([F:37])=[C:32]([S:38]([N:6]([CH2:5][C:4]2[CH:13]=[CH:14][C:15]([O:17][CH3:18])=[CH:16][C:3]=2[O:2][CH3:1])[C:7]2[N:8]=[CH:9][CH:10]=[CH:11][N:12]=2)(=[O:40])=[O:39])[CH:31]=1, predict the reactants needed to synthesize it. The reactants are: [CH3:1][O:2][C:3]1[CH:16]=[C:15]([O:17][CH3:18])[CH:14]=[CH:13][C:4]=1[CH2:5][NH:6][C:7]1[N:12]=[CH:11][CH:10]=[CH:9][N:8]=1.C[Si](C)(C)N[Si](C)(C)C.[Li].[Cl:29][C:30]1[CH:31]=[C:32]([S:38](Cl)(=[O:40])=[O:39])[C:33]([F:37])=[CH:34][C:35]=1[F:36]. (3) Given the product [Cl:28][C:29]1[CH:34]=[CH:33][C:32]([S:35]([NH:13][C:6]2[C:7]3[C:12](=[CH:11][CH:10]=[CH:9][CH:8]=3)[C:3]([O:2][CH3:1])=[C:4]([S:22][CH2:23][C:24]([O:26][CH3:27])=[O:25])[CH:5]=2)(=[O:37])=[O:36])=[CH:31][CH:30]=1, predict the reactants needed to synthesize it. The reactants are: [CH3:1][O:2][C:3]1[C:12]2[C:7](=[CH:8][CH:9]=[CH:10][CH:11]=2)[C:6]([NH:13]S(C2SC=CC=2)(=O)=O)=[CH:5][C:4]=1[S:22][CH2:23][C:24]([O:26][CH3:27])=[O:25].[Cl:28][C:29]1[CH:34]=[CH:33][C:32]([S:35](Cl)(=[O:37])=[O:36])=[CH:31][CH:30]=1. (4) Given the product [CH2:18]([O:5][C:4](=[O:6])[C:3]1[C:2]([F:1])=[CH:10][CH:9]=[CH:8][C:7]=1[O:11][CH2:4][C:3]1[CH:7]=[CH:8][CH:9]=[CH:10][CH:2]=1)[C:19]1[CH:24]=[CH:23][CH:22]=[CH:21][CH:20]=1, predict the reactants needed to synthesize it. The reactants are: [F:1][C:2]1[CH:10]=[CH:9][CH:8]=[C:7]([OH:11])[C:3]=1[C:4]([OH:6])=[O:5].C(=O)([O-])[O-].[K+].[K+].[CH2:18](Br)[C:19]1[CH:24]=[CH:23][CH:22]=[CH:21][CH:20]=1.O. (5) Given the product [ClH:33].[F:1][C:2]1[CH:3]=[CH:4][C:5]([CH:8]([OH:29])[CH:9]([NH2:21])[CH2:10][C:11]2[CH:16]=[CH:15][C:14]([C:17]([F:20])([F:19])[F:18])=[CH:13][CH:12]=2)=[CH:6][CH:7]=1, predict the reactants needed to synthesize it. The reactants are: [F:1][C:2]1[CH:7]=[CH:6][C:5]([CH:8]([OH:29])[CH:9]([NH:21]C(=O)OC(C)(C)C)[CH2:10][C:11]2[CH:16]=[CH:15][C:14]([C:17]([F:20])([F:19])[F:18])=[CH:13][CH:12]=2)=[CH:4][CH:3]=1.C(O)C.[ClH:33]. (6) Given the product [NH2:1][C:2]1[NH:10][C:9]2[N:8]([C@@H:11]3[O:26][C@H:25]([CH2:27][OH:28])[C@@H:14]([OH:15])[C@@:12]3([CH2:38][F:39])[OH:13])[CH:7]=[N:6][C:5]=2[C:4](=[O:40])[N:3]=1, predict the reactants needed to synthesize it. The reactants are: [NH2:1][C:2]1[NH:10][C:9]2[N:8]([C@@H:11]3[O:26][C@H:25]([CH2:27][O:28]CC4C=CC(Cl)=CC=4Cl)[C@@H:14]([O:15]CC4C=CC(Cl)=CC=4Cl)[C@@:12]3([CH2:38][F:39])[OH:13])[CH:7]=[N:6][C:5]=2[C:4](=[O:40])[N:3]=1. (7) Given the product [Cl:8][C:6]1[N:7]=[C:2]([C:34]2[C:35]([CH2:14][CH3:15])=[CH:36][CH:37]=[CH:38][C:33]=2[CH2:39][CH3:27])[C:3]([CH3:13])=[C:4]2[C:11]([CH3:12])=[CH:10][NH:9][C:5]=12, predict the reactants needed to synthesize it. The reactants are: Br[C:2]1[C:3]([CH3:13])=[C:4]2[C:11]([CH3:12])=[CH:10][NH:9][C:5]2=[C:6]([Cl:8])[N:7]=1.[CH2:14](OB(C1C=CC=CC=1)OCC)[CH3:15].[C:27]([O-])([O-])=O.[Na+].[Na+].[C:33]1([CH3:39])[CH:38]=[CH:37][CH:36]=[CH:35][CH:34]=1. (8) Given the product [Cl:1][C:2]1[N:7]=[CH:6][C:5]([NH:8][C:9](=[O:10])[O:11][C:12]([CH3:15])([CH3:14])[CH3:13])=[CH:4][CH:3]=1, predict the reactants needed to synthesize it. The reactants are: [Cl:1][C:2]1[N:7]=[CH:6][C:5]([NH2:8])=[CH:4][CH:3]=1.[C:9](O[C:9]([O:11][C:12]([CH3:15])([CH3:14])[CH3:13])=[O:10])([O:11][C:12]([CH3:15])([CH3:14])[CH3:13])=[O:10].C(N(CC)CC)C.